This data is from Full USPTO retrosynthesis dataset with 1.9M reactions from patents (1976-2016). The task is: Predict the reactants needed to synthesize the given product. (1) Given the product [Br:1][C:2]1[CH:7]=[CH:6][C:5]([S:8][CH2:12][CH2:13][C:14]([CH3:17])([CH3:16])[CH3:15])=[CH:4][CH:3]=1, predict the reactants needed to synthesize it. The reactants are: [Br:1][C:2]1[CH:7]=[CH:6][C:5]([SH:8])=[CH:4][CH:3]=1.[H-].[Na+].Cl[CH2:12][CH2:13][C:14]([CH3:17])([CH3:16])[CH3:15]. (2) Given the product [Br:1][C:2]1[CH:26]=[CH:25][C:5]2[C:6]([CH:15]([CH3:23])[CH3:16])=[N:7][C:8]3[CH:9]=[CH:10][NH:11][C:12](=[O:28])[C:13]=3[C:4]=2[CH:3]=1, predict the reactants needed to synthesize it. The reactants are: [Br:1][C:2]1[CH:26]=[CH:25][C:5]2[C:6]([C:15](C)([CH3:23])[C:16](OC(C)(C)C)=O)=[N:7][C:8]3[C:13]([C:4]=2[CH:3]=1)=[C:12](Cl)[N:11]=[CH:10][CH:9]=3.C(O)(C(F)(F)F)=[O:28]. (3) The reactants are: [CH:1]([N:4]1[C:8]2[C:9](=[O:25])[NH:10][C:11]3([CH2:17][CH2:16][N:15](C(OC(C)(C)C)=O)[CH2:14][CH2:13]3)[CH2:12][C:7]=2[CH:6]=[N:5]1)([CH3:3])[CH3:2].Cl.CO. Given the product [CH:1]([N:4]1[C:8]2[C:9](=[O:25])[NH:10][C:11]3([CH2:17][CH2:16][NH:15][CH2:14][CH2:13]3)[CH2:12][C:7]=2[CH:6]=[N:5]1)([CH3:3])[CH3:2], predict the reactants needed to synthesize it. (4) Given the product [C:45]([O:31][C:32]1[CH2:33][CH2:34][CH:35]=[CH:36][CH:37]=1)(=[O:50])[C:46]([CH3:49])([CH3:48])[CH3:47], predict the reactants needed to synthesize it. The reactants are: C[Si](C)(C)N[Si](C)(C)C.C([Li])CCC.[CH:35]1[CH:36]=[CH:37][C:32]([O:31]P([O:31][C:32]2[CH:37]=[CH:36][CH:35]=[CH:34][CH:33]=2)([O:31][C:32]2[CH:37]=[CH:36][CH:35]=[CH:34][CH:33]=2)=O)=[CH:33][CH:34]=1.C1(=O)CCCC=C1.[C:45](Cl)(=[O:50])[C:46]([CH3:49])([CH3:48])[CH3:47]. (5) Given the product [Cl:1][C:2]1[CH:7]=[CH:6][N:5]=[C:4]([CH2:8][NH:9][C:10]2[O:11][C:12]3[C:18]([O:19][CH3:20])=[CH:17][C:16]([C:21]([N:38]4[CH:33]([CH2:32][F:31])[CH2:34][O:35][C:36]([CH2:40][CH:41]([OH:43])[CH3:42])([CH3:39])[CH2:37]4)=[O:23])=[CH:15][C:13]=3[N:14]=2)[CH:3]=1, predict the reactants needed to synthesize it. The reactants are: [Cl:1][C:2]1[CH:7]=[CH:6][N:5]=[C:4]([CH2:8][NH:9][C:10]2[O:11][C:12]3[C:18]([O:19][CH3:20])=[CH:17][C:16]([C:21]([OH:23])=O)=[CH:15][C:13]=3[N:14]=2)[CH:3]=1.FC(F)(F)C(O)=O.[F:31][CH2:32][CH:33]1[NH:38][CH2:37][C:36]([CH2:40][CH:41]([OH:43])[CH3:42])([CH3:39])[O:35][CH2:34]1.C(N(CC)C(C)C)(C)C.CN(C(ON1N=NC2C=CC=NC1=2)=[N+](C)C)C.F[P-](F)(F)(F)(F)F.